Dataset: Reaction yield outcomes from USPTO patents with 853,638 reactions. Task: Predict the reaction yield, written as a fraction of the theoretical maximum amount of product (1.0 means a 100% yield; for example, 0.34 means a 34% yield). (1) The reactants are [H-].C(O[Al](OC(C)(C)C)OC(C)(C)C)(C)(C)C.[Li+].[OH:19][C@@H:20]1[CH2:37][CH2:36][C@@:35]2([CH3:38])[C@@H:22]([CH2:23][CH2:24][C@@H:25]3[C@@H:34]2[CH2:33][CH2:32][C@@:30]2([CH3:31])[C@H:26]3[CH2:27][CH2:28][C:29]2=[S:39])[CH2:21]1.C([O-])(O)=O.[Na+]. The catalyst is C1COCC1. The product is [OH:19][C@@H:20]1[CH2:37][CH2:36][C@@:35]2([CH3:38])[C@@H:22]([CH2:23][CH2:24][C@@H:25]3[C@@H:34]2[CH2:33][CH2:32][C@@:30]2([CH3:31])[C@H:26]3[CH2:27][CH2:28][C@@H:29]2[SH:39])[CH2:21]1. The yield is 0.950. (2) The reactants are [OH:1][CH2:2][CH:3]1[CH2:8][CH:7]2[N:9]([C:10]([O:12][CH2:13][C:14]3[CH:19]=[CH:18][CH:17]=[CH:16][CH:15]=3)=[O:11])[CH:4]1[CH2:5][CH2:6]2.C(N(CC)CC)C.[S:27](Cl)([C:30]1[CH:36]=[CH:35][C:33]([CH3:34])=[CH:32][CH:31]=1)(=[O:29])=[O:28].C(OCC)(=O)C.CCCCCC. The catalyst is ClCCl. The product is [S:27]([O:1][CH2:2][CH:3]1[CH2:8][CH:7]2[N:9]([C:10]([O:12][CH2:13][C:14]3[CH:15]=[CH:16][CH:17]=[CH:18][CH:19]=3)=[O:11])[CH:4]1[CH2:5][CH2:6]2)([C:30]1[CH:36]=[CH:35][C:33]([CH3:34])=[CH:32][CH:31]=1)(=[O:29])=[O:28]. The yield is 0.640. (3) The reactants are [N:1]1[CH:6]=[CH:5][CH:4]=[C:3]([N:7]=[C:8]=[S:9])[CH:2]=1.[C:10]([O:14]C)(=O)[CH2:11][SH:12].C(N(CC)CC)C. The catalyst is ClCCl. The product is [N:1]1[CH:6]=[CH:5][CH:4]=[C:3]([N:7]2[C:10](=[O:14])[CH2:11][S:12][C:8]2=[S:9])[CH:2]=1. The yield is 0.320. (4) The reactants are [F:1][C:2]1[CH:3]=[C:4]([N+:9]([O-:11])=[O:10])[CH:5]=[CH:6][C:7]=1F.C(=O)([O-])[O-].[K+].[K+].[OH:18][CH:19]1[CH2:24][CH2:23][NH:22][CH2:21][CH2:20]1. The catalyst is CN(C)C=O.C(Cl)(Cl)Cl. The product is [F:1][C:2]1[CH:3]=[C:4]([N+:9]([O-:11])=[O:10])[CH:5]=[CH:6][C:7]=1[N:22]1[CH2:23][CH2:24][CH:19]([OH:18])[CH2:20][CH2:21]1. The yield is 0.430. (5) The reactants are C([Mg]Br)C.[CH3:5][Si:6]([CH3:12])([CH3:11])[O:7][CH2:8][C:9]#[CH:10].[N:13]1([C:20]([O:22][C:23]([CH3:26])([CH3:25])[CH3:24])=[O:21])[CH2:18][CH2:17][C:16](=[O:19])[CH2:15][CH2:14]1.[Cl-].[NH4+]. The catalyst is O1CCCC1. The product is [OH:19][C:16]1([C:10]#[C:9][CH2:8][O:7][Si:6]([CH3:12])([CH3:11])[CH3:5])[CH2:15][CH2:14][N:13]([C:20]([O:22][C:23]([CH3:26])([CH3:25])[CH3:24])=[O:21])[CH2:18][CH2:17]1. The yield is 0.960. (6) The reactants are [Br:1][C:2]1[CH:3]=[C:4]([C:10]2[N:14]=[C:13]([C:15]([O:17]CC)=O)[O:12][N:11]=2)[CH:5]=[C:6]([Br:9])[C:7]=1[OH:8].[F:20][C:21]([F:32])([F:31])[O:22][C:23]1[CH:30]=[CH:29][C:26]([CH2:27][NH2:28])=[CH:25][CH:24]=1. The catalyst is C(O)C. The product is [Br:9][C:6]1[CH:5]=[C:4]([C:10]2[N:14]=[C:13]([C:15]([NH:28][CH2:27][C:26]3[CH:29]=[CH:30][C:23]([O:22][C:21]([F:20])([F:31])[F:32])=[CH:24][CH:25]=3)=[O:17])[O:12][N:11]=2)[CH:3]=[C:2]([Br:1])[C:7]=1[OH:8]. The yield is 0.530.